Dataset: CYP2D6 inhibition data for predicting drug metabolism from PubChem BioAssay. Task: Regression/Classification. Given a drug SMILES string, predict its absorption, distribution, metabolism, or excretion properties. Task type varies by dataset: regression for continuous measurements (e.g., permeability, clearance, half-life) or binary classification for categorical outcomes (e.g., BBB penetration, CYP inhibition). Dataset: cyp2d6_veith. (1) The drug is CN=C(NC#N)NCCSCc1csc(N=C(N)N)n1. The result is 1 (inhibitor). (2) The drug is Cn1c(-c2sccc2OCc2ccccc2)n[nH]c1=S. The result is 0 (non-inhibitor). (3) The compound is O=C(O)c1cccc(S(=O)(=O)NCCO)c1. The result is 0 (non-inhibitor). (4) The compound is O=C(O)CCc1ccc(-c2ccccc2)[nH]1. The result is 0 (non-inhibitor). (5) The drug is O=C(O)[C@@H]1C[C@H]1[C@@H](NP(=O)(c1ccccc1)c1ccccc1)c1ccccc1. The result is 0 (non-inhibitor). (6) The drug is Cc1o[nH]c(=O)c1C[C@@H](N)C(=O)O. The result is 0 (non-inhibitor). (7) The compound is N[C@H](C(=O)O)C1[C@H](C(=O)O)[C@H]1C(=O)O. The result is 1 (inhibitor). (8) The molecule is CN(C(=O)c1c(O)c2ccccc2n(C)c1=O)c1ccccc1. The result is 0 (non-inhibitor).